From a dataset of Catalyst prediction with 721,799 reactions and 888 catalyst types from USPTO. Predict which catalyst facilitates the given reaction. (1) Reactant: Br[C:2]1[CH:3]=[N:4][C:5]([O:8][CH2:9][CH2:10][C@H:11]([CH:13]2[CH2:18][CH2:17][N:16]([C:19]3[O:23][N:22]=[C:21]([CH:24]([CH3:26])[CH3:25])[N:20]=3)[CH2:15][CH2:14]2)[CH3:12])=[N:6][CH:7]=1.[C:27]([O:31][C:32](=[O:46])[NH:33][C@@H:34]1[C@@H:38]([N:39]2[CH2:44][CH2:43][CH2:42][CH2:41][C:40]2=[O:45])[CH2:37][NH:36][CH2:35]1)([CH3:30])([CH3:29])[CH3:28].CC(C)([O-])C.[Na+].CC(P(C(C)(C)C)C1C(C2C=CC=CC=2)=CC=CC=1)(C)C. Product: [C:27]([O:31][C:32](=[O:46])[NH:33][C@@H:34]1[C@@H:38]([N:39]2[CH2:44][CH2:43][CH2:42][CH2:41][C:40]2=[O:45])[CH2:37][N:36]([C:2]2[CH:3]=[N:4][C:5]([O:8][CH2:9][CH2:10][C@H:11]([CH:13]3[CH2:18][CH2:17][N:16]([C:19]4[O:23][N:22]=[C:21]([CH:24]([CH3:26])[CH3:25])[N:20]=4)[CH2:15][CH2:14]3)[CH3:12])=[N:6][CH:7]=2)[CH2:35]1)([CH3:30])([CH3:28])[CH3:29]. The catalyst class is: 101. (2) Reactant: [Cl:1][C:2]1[CH:18]=[CH:17][C:5]2[CH2:6][CH2:7][N:8]([C:11](=[O:16])[C:12]([F:15])([F:14])[F:13])[CH2:9][CH2:10][C:4]=2[C:3]=1OS(C(F)(F)F)(=O)=O.[F:27][C:28]1[CH:33]=[CH:32][CH:31]=[CH:30][C:29]=1[CH:34]([NH2:36])[CH3:35]. Product: [Cl:1][C:2]1[CH:18]=[CH:17][C:5]2[CH2:6][CH2:7][N:8]([C:11](=[O:16])[C:12]([F:14])([F:15])[F:13])[CH2:9][CH2:10][C:4]=2[C:3]=1[NH:36][CH:34]([C:29]1[CH:30]=[CH:31][CH:32]=[CH:33][C:28]=1[F:27])[CH3:35]. The catalyst class is: 11. (3) Reactant: Br[C:2]1[CH:7]=[CH:6][C:5]([C:8]([CH3:12])([CH3:11])[C:9]#[N:10])=[CH:4][CH:3]=1.C([Li])CCC.CON(C)[C:21](=[O:23])[CH3:22]. Product: [C:21]([C:2]1[CH:7]=[CH:6][C:5]([C:8]([CH3:12])([CH3:11])[C:9]#[N:10])=[CH:4][CH:3]=1)(=[O:23])[CH3:22]. The catalyst class is: 1. (4) Reactant: [Cl:1][C:2]1[CH:10]=[CH:9][C:8]2[NH:7][C:6]3[CH2:11][CH2:12][N:13]([C:16]([O:18][C:19]([CH3:22])([CH3:21])[CH3:20])=[O:17])[CH2:14][CH2:15][C:5]=3[C:4]=2[C:3]=1[Cl:23].[H-].[Na+].Br[CH2:27][CH2:28][O:29][C:30]1[CH:35]=[CH:34][CH:33]=[CH:32][CH:31]=1. Product: [Cl:1][C:2]1[CH:10]=[CH:9][C:8]2[N:7]([CH2:27][CH2:28][O:29][C:30]3[CH:35]=[CH:34][CH:33]=[CH:32][CH:31]=3)[C:6]3[CH2:11][CH2:12][N:13]([C:16]([O:18][C:19]([CH3:20])([CH3:22])[CH3:21])=[O:17])[CH2:14][CH2:15][C:5]=3[C:4]=2[C:3]=1[Cl:23]. The catalyst class is: 3. (5) The catalyst class is: 28. Reactant: [H-].[Al+3].[Li+].[H-].[H-].[H-].[O:7]1[CH2:11][CH2:10][O:9][CH:8]1[CH2:12][C:13]1([C:22]#[N:23])[C:21]2[C:16](=[CH:17][CH:18]=[CH:19][CH:20]=2)[CH2:15][CH2:14]1. Product: [O:7]1[CH2:11][CH2:10][O:9][CH:8]1[CH2:12][C:13]1([CH2:22][NH2:23])[C:21]2[C:16](=[CH:17][CH:18]=[CH:19][CH:20]=2)[CH2:15][CH2:14]1. (6) Reactant: I[CH:2]1[CH2:7][CH2:6][CH:5]2[C:8]([O:10][CH:3]1[CH2:4]2)=[O:9].C1(C(O)=[O:18])CCC=CC1.N12CCCN=C1CCCCC2.I.C12C(=O)OC(C1)C=CC2.[OH-].[K+]. Product: [OH:10][CH:3]1[CH2:4][CH:5]([C:8]([OH:9])=[O:18])[CH2:6][CH:7]=[CH:2]1. The catalyst class is: 8. (7) Reactant: [SH:1][C:2]1[NH:3][C:4]2[CH:10]=[CH:9][CH:8]=[CH:7][C:5]=2[N:6]=1.[NH2:11][C:12]1[CH:19]=[CH:18][CH:17]=[CH:16][C:13]=1[CH2:14]O.S(=O)(=O)(O)O.O.C1(N)C=CC=CC=1.C1(N)C=CC=CC=1. Product: [NH:3]1[C:4]2[CH:10]=[CH:9][CH:8]=[CH:7][C:5]=2[N:6]=[C:2]1[S:1][CH2:14][C:13]1[CH:16]=[CH:17][CH:18]=[CH:19][C:12]=1[NH2:11]. The catalyst class is: 15. (8) Reactant: I[C:2]1[C:10]2[C:9]([NH2:11])=[N:8][CH:7]=[N:6][C:5]=2[N:4]([C@@H:12]2[O:18][C@H:17]([CH2:19][OH:20])[C@@H:15]([OH:16])[C@@:13]2([CH3:21])[OH:14])[CH:3]=1.C([Sn](CCCC)(CCCC)[C:27]1[O:28][CH:29]=[CH:30][N:31]=1)CCC. Product: [CH3:21][C@@:13]1([OH:14])[C@H:15]([OH:16])[C@@H:17]([CH2:19][OH:20])[O:18][C@H:12]1[N:4]1[C:5]2[N:6]=[CH:7][N:8]=[C:9]([NH2:11])[C:10]=2[C:2]([C:27]2[O:28][CH:29]=[CH:30][N:31]=2)=[CH:3]1. The catalyst class is: 233. (9) Reactant: C[O:2][C:3]([C:5]1[C:9]([NH:10][C:11]([C:13]2[C:18]([NH:19][C:20]3[CH:21]=[N:22][CH:23]=[N:24][CH:25]=3)=[CH:17][CH:16]=[C:15]([CH:26]3[CH2:28][CH2:27]3)[N:14]=2)=[O:12])=[CH:8][N:7]([CH3:29])[N:6]=1)=[O:4].[OH-].[Na+]. Product: [CH:26]1([C:15]2[N:14]=[C:13]([C:11]([NH:10][C:9]3[C:5]([C:3]([OH:4])=[O:2])=[N:6][N:7]([CH3:29])[CH:8]=3)=[O:12])[C:18]([NH:19][C:20]3[CH:25]=[N:24][CH:23]=[N:22][CH:21]=3)=[CH:17][CH:16]=2)[CH2:28][CH2:27]1. The catalyst class is: 24. (10) Reactant: [Cl:1][C:2]1[CH:7]=[C:6]([O:8][CH3:9])[CH:5]=[CH:4][C:3]=1[C:10]1[C:11]([C:16]([O:18]CC)=[O:17])=[CH:12][CH:13]=[CH:14][CH:15]=1.[OH-].[Na+].O.C1(C)C=CC=CC=1. Product: [Cl:1][C:2]1[CH:7]=[C:6]([O:8][CH3:9])[CH:5]=[CH:4][C:3]=1[C:10]1[C:11]([C:16]([OH:18])=[O:17])=[CH:12][CH:13]=[CH:14][CH:15]=1. The catalyst class is: 8.